This data is from Catalyst prediction with 721,799 reactions and 888 catalyst types from USPTO. The task is: Predict which catalyst facilitates the given reaction. (1) Reactant: [H-].[Na+].[Br:3][C:4]1[CH:5]=[C:6]([C:18]([O:20][CH3:21])=[O:19])[C:7]2[NH:8][C:9]3[CH:10]=[C:11]([Cl:17])[CH:12]=[CH:13][C:14]=3[C:15]=2[N:16]=1.Cl[CH2:23][C:24]1[CH:29]=[CH:28][C:27]([O:30][CH3:31])=[CH:26][CH:25]=1. Product: [Br:3][C:4]1[CH:5]=[C:6]([C:18]([O:20][CH3:21])=[O:19])[C:7]2[N:8]([CH2:23][C:24]3[CH:29]=[CH:28][C:27]([O:30][CH3:31])=[CH:26][CH:25]=3)[C:9]3[CH:10]=[C:11]([Cl:17])[CH:12]=[CH:13][C:14]=3[C:15]=2[N:16]=1. The catalyst class is: 3. (2) Reactant: [Br:1][C:2]1[CH:3]=[CH:4][C:5]2[O:14][C:13]3[C:12](=[O:15])[NH:11][C:10]([CH2:16][N:17]4[CH2:21][CH2:20][CH:19]([C:22]([OH:24])=[O:23])[CH2:18]4)=[N:9][C:8]=3[C:6]=2[CH:7]=1.[CH2:25](O)[CH3:26]. Product: [Br:1][C:2]1[CH:3]=[CH:4][C:5]2[O:14][C:13]3[C:12](=[O:15])[NH:11][C:10]([CH2:16][N:17]4[CH2:21][CH2:20][CH:19]([C:22]([O:24][CH2:25][CH3:26])=[O:23])[CH2:18]4)=[N:9][C:8]=3[C:6]=2[CH:7]=1. The catalyst class is: 65. (3) Reactant: C([O:4][CH2:5][C:6]([N:8]1[CH2:13][CH2:12][CH:11]([CH2:14][CH2:15][O:16][C:17]2[C:26]([F:27])=[CH:25][CH:24]=[C:23]3[C:18]=2[C:19](=[O:40])[NH:20][C:21]([C:28]([NH:30][CH2:31][C:32]2[CH:37]=[CH:36][CH:35]=[C:34]([O:38][CH3:39])[CH:33]=2)=[O:29])=[N:22]3)[CH2:10][CH2:9]1)=[O:7])(=O)C.[OH-].[Li+].S([O-])(O)(=O)=O.[K+]. Product: [F:27][C:26]1[C:17]([O:16][CH2:15][CH2:14][CH:11]2[CH2:12][CH2:13][N:8]([C:6](=[O:7])[CH2:5][OH:4])[CH2:9][CH2:10]2)=[C:18]2[C:23](=[CH:24][CH:25]=1)[N:22]=[C:21]([C:28]([NH:30][CH2:31][C:32]1[CH:37]=[CH:36][CH:35]=[C:34]([O:38][CH3:39])[CH:33]=1)=[O:29])[NH:20][C:19]2=[O:40]. The catalyst class is: 7. (4) Reactant: [NH2:1][OH:2].O.[C:4]([N:7]1[C:15]2[C:10](=[CH:11][C:12]([Br:20])=[C:13]([S:16](Cl)(=[O:18])=[O:17])[CH:14]=2)[CH2:9][CH2:8]1)(=[O:6])[CH3:5]. Product: [C:4]([N:7]1[C:15]2[C:10](=[CH:11][C:12]([Br:20])=[C:13]([S:16]([NH:1][OH:2])(=[O:18])=[O:17])[CH:14]=2)[CH2:9][CH2:8]1)(=[O:6])[CH3:5]. The catalyst class is: 1. (5) Reactant: [CH:1]([O:4][C:5]1[CH:9]=[C:8]([CH2:10][CH2:11][C:12]([O:14][CH2:15][CH3:16])=[O:13])[NH:7][N:6]=1)([CH3:3])[CH3:2].[H-].[Na+].[Cl:19][C:20]1[CH:27]=[CH:26][C:23]([CH2:24]Cl)=[C:22]([CH3:28])[CH:21]=1.Cl. Product: [Cl:19][C:20]1[CH:27]=[CH:26][C:23]([CH2:24][N:7]2[C:8]([CH2:10][CH2:11][C:12]([O:14][CH2:15][CH3:16])=[O:13])=[CH:9][C:5]([O:4][CH:1]([CH3:3])[CH3:2])=[N:6]2)=[C:22]([CH3:28])[CH:21]=1. The catalyst class is: 9. (6) Reactant: [CH2:1]([O:3][CH2:4][C:5]1[N:6]([CH2:18][C:19]2([NH:25]C(=O)OCCCC)[CH2:24][CH2:23][O:22][CH2:21][CH2:20]2)[C:7]2[C:16]3[CH:15]=[CH:14][CH:13]=[CH:12][C:11]=3[N:10]=[CH:9][C:8]=2[N:17]=1)[CH3:2].O1CCC(=O)CC1.C1(=O)CCCCC1.Cl. Product: [CH2:1]([O:3][CH2:4][C:5]1[N:6]([CH2:18][C:19]2([NH2:25])[CH2:24][CH2:23][O:22][CH2:21][CH2:20]2)[C:7]2[C:16]3[CH:15]=[CH:14][CH:13]=[CH:12][C:11]=3[N:10]=[CH:9][C:8]=2[N:17]=1)[CH3:2]. The catalyst class is: 8.